The task is: Predict the reaction yield, written as a fraction of the theoretical maximum amount of product (1.0 means a 100% yield; for example, 0.34 means a 34% yield).. This data is from Reaction yield outcomes from USPTO patents with 853,638 reactions. The product is [F:41][C:40]([F:43])([F:42])[C:38]([OH:44])=[O:39].[CH3:29][O:28][C:25]1[CH:24]=[CH:23][C:22]([NH:21][C:19](=[O:20])/[CH:18]=[CH:17]/[C@@H:16]([NH:15][C:13](=[O:14])[C@H:9]([CH:10]([CH3:12])[CH3:11])[NH2:5])[CH2:30][CH2:31][C:32]2[CH:33]=[CH:34][CH:35]=[CH:36][CH:37]=2)=[CH:27][CH:26]=1. The catalyst is C(Cl)Cl. The yield is 0.690. The reactants are CC([N:5]([C@H:9]([C:13]([NH:15][C@@H:16]([CH2:30][CH2:31][C:32]1[CH:37]=[CH:36][CH:35]=[CH:34][CH:33]=1)/[CH:17]=[CH:18]/[C:19]([NH:21][C:22]1[CH:27]=[CH:26][C:25]([O:28][CH3:29])=[CH:24][CH:23]=1)=[O:20])=[O:14])[CH:10]([CH3:12])[CH3:11])C(=O)[O-])(C)C.[C:38]([OH:44])([C:40]([F:43])([F:42])[F:41])=[O:39].